Dataset: HIV replication inhibition screening data with 41,000+ compounds from the AIDS Antiviral Screen. Task: Binary Classification. Given a drug SMILES string, predict its activity (active/inactive) in a high-throughput screening assay against a specified biological target. (1) The drug is CC(=O)c1ccccc1NC(=O)C(=O)C(C(=O)c1ccccc1-c1ccccc1)C1OC(=O)c2ccccc21. The result is 0 (inactive). (2) The compound is c1ccc(CNN2CN(NCc3ccccc3)CN(NCc3ccccc3)C2)cc1. The result is 0 (inactive). (3) The compound is O=C(c1ccccc1)N1C2CCC1C(C(F)(F)F)=C2C(F)(F)F. The result is 0 (inactive). (4) The molecule is CC(=O)N(c1ccccc1)C1(c2nnnn2C2CCCCC2)CCN(Cc2ccccc2)CC1. The result is 0 (inactive).